This data is from Peptide-MHC class II binding affinity with 134,281 pairs from IEDB. The task is: Regression. Given a peptide amino acid sequence and an MHC pseudo amino acid sequence, predict their binding affinity value. This is MHC class II binding data. (1) The peptide sequence is YDKFLANVSTVMTGK. The MHC is DRB1_1001 with pseudo-sequence DRB1_1001. The binding affinity (normalized) is 0.819. (2) The peptide sequence is YKRGSGKDSHHPART. The MHC is HLA-DPA10103-DPB10401 with pseudo-sequence HLA-DPA10103-DPB10401. The binding affinity (normalized) is 0.0476. (3) The peptide sequence is INLIGRGGDEALTGF. The MHC is H-2-IAb with pseudo-sequence H-2-IAb. The binding affinity (normalized) is 0. (4) The peptide sequence is INEPKAAAIAYGLDR. The MHC is HLA-DQA10401-DQB10402 with pseudo-sequence HLA-DQA10401-DQB10402. The binding affinity (normalized) is 0.474. (5) The peptide sequence is AEKFKEDVINDFVSS. The MHC is HLA-DQA10102-DQB10602 with pseudo-sequence HLA-DQA10102-DQB10602. The binding affinity (normalized) is 0.395. (6) The peptide sequence is SVKRSNGSAEVHRGA. The MHC is HLA-DPA10103-DPB10301 with pseudo-sequence HLA-DPA10103-DPB10301. The binding affinity (normalized) is 0.190. (7) The peptide sequence is GPDGRLLRGHDQYAYDGKD. The MHC is DRB1_1302 with pseudo-sequence DRB1_1302. The binding affinity (normalized) is 0. (8) The peptide sequence is ARNVRFLPTAAAAQG. The MHC is HLA-DQA10102-DQB10602 with pseudo-sequence HLA-DQA10102-DQB10602. The binding affinity (normalized) is 0.0586. (9) The peptide sequence is LDPNAKTWMDIEGRP. The MHC is DRB1_0101 with pseudo-sequence DRB1_0101. The binding affinity (normalized) is 0.0507. (10) The peptide sequence is ALAQQRYWQIGSMYQGL. The MHC is DRB1_0701 with pseudo-sequence DRB1_0701. The binding affinity (normalized) is 0.248.